This data is from Catalyst prediction with 721,799 reactions and 888 catalyst types from USPTO. The task is: Predict which catalyst facilitates the given reaction. (1) Product: [Cl:1][C:2]1[CH:3]=[CH:4][C:5]([C:8]2([C:11]([N:13]3[CH2:17][CH:31]([OH:28])[C:29]([C:32]4[CH:37]=[CH:36][CH:27]=[CH:25][CH:24]=4)([OH:33])[CH2:30]3)=[O:12])[CH2:9][CH2:10]2)=[CH:6][CH:7]=1. Reactant: [Cl:1][C:2]1[CH:7]=[CH:6][C:5]([C:8]2([C:11]([N:13]3[CH2:17]C=C(C4C=CC=CC=4)C3)=[O:12])[CH2:10][CH2:9]2)=[CH:4][CH:3]=1.[CH3:24][C:25]([CH3:27])=O.[OH2:28].[C:29]([OH:33])([CH3:32])([CH3:31])[CH3:30].C[N+]1([O-])CCO[CH2:37][CH2:36]1. The catalyst class is: 771. (2) Reactant: [O:1]1[CH2:6][C:5](=[O:7])[NH:4][C:3]2[CH:8]=[N:9][CH:10]=[CH:11][C:2]1=2.[H-].[Na+].Br[CH2:15][C:16]([C:18]1[CH:23]=[C:22]([Br:24])[C:21]([OH:25])=[C:20]([Br:26])[CH:19]=1)=[O:17]. Product: [Br:24][C:22]1[CH:23]=[C:18]([C:16](=[O:17])[CH2:15][N:4]2[C:5](=[O:7])[CH2:6][O:1][C:2]3[CH:11]=[CH:10][N:9]=[CH:8][C:3]2=3)[CH:19]=[C:20]([Br:26])[C:21]=1[OH:25]. The catalyst class is: 9. (3) Reactant: C([C:3]1[N:8]=[CH:7][N:6]=[CH:5][CH:4]=1)=C.[Br:9]Br.N1([CH:22]2[CH2:32]CCCCCCCCC2)CCCN=CCCCCC1. Product: [Br:9][C:32]([C:4]1[CH:3]=[N:8][CH:7]=[N:6][CH:5]=1)=[CH2:22]. The catalyst class is: 22. (4) Reactant: Cl[CH2:2][CH2:3][O:4][C:5]1[CH:10]=[CH:9][C:8](/[C:11](/[C:25]2[CH:30]=[CH:29][C:28]([OH:31])=[CH:27][CH:26]=2)=[C:12](\[CH:15]2[CH2:24][CH2:23][C:18]3([O:22][CH2:21][CH2:20][O:19]3)[CH2:17][CH2:16]2)/[CH2:13][CH3:14])=[CH:7][CH:6]=1.[CH3:32][NH2:33]. Product: [CH3:32][NH:33][CH2:2][CH2:3][O:4][C:5]1[CH:10]=[CH:9][C:8](/[C:11](/[C:25]2[CH:30]=[CH:29][C:28]([OH:31])=[CH:27][CH:26]=2)=[C:12](\[CH:15]2[CH2:24][CH2:23][C:18]3([O:22][CH2:21][CH2:20][O:19]3)[CH2:17][CH2:16]2)/[CH2:13][CH3:14])=[CH:7][CH:6]=1. The catalyst class is: 5. (5) Reactant: N1C=CC=CC=1.[CH2:7]([O:14][N:15]1[C:21](=[O:22])[N:20]2[CH2:23][C@H:16]1[CH2:17][CH2:18][C@H:19]2[C:24]([NH:26][NH:27][C:28]([N:30]1[CH2:35][CH2:34][O:33][CH2:32][CH2:31]1)=O)=[O:25])[C:8]1[CH:13]=[CH:12][CH:11]=[CH:10][CH:9]=1.O(S(C(F)(F)F)(=O)=O)S(C(F)(F)F)(=O)=O.C([O-])(O)=O.[Na+]. Product: [CH2:7]([O:14][N:15]1[C:21](=[O:22])[N:20]2[CH2:23][C@H:16]1[CH2:17][CH2:18][C@H:19]2[C:24]1[O:25][C:28]([N:30]2[CH2:31][CH2:32][O:33][CH2:34][CH2:35]2)=[N:27][N:26]=1)[C:8]1[CH:9]=[CH:10][CH:11]=[CH:12][CH:13]=1. The catalyst class is: 2. (6) Reactant: C([O:4][CH2:5][C:6]([CH3:51])([CH3:50])[CH2:7][N:8]1[C:14]2[CH:15]=[CH:16][C:17]([Cl:19])=[CH:18][C:13]=2[C@@H:12]([C:20]2[CH:25]=[CH:24][CH:23]=[C:22]([O:26][CH3:27])[C:21]=2[O:28][CH3:29])[O:11][C@H:10]([CH2:30][C:31]([NH:33][C:34]2[CH:35]=[C:36]([CH2:42][CH2:43][CH2:44][C:45]([O:47]C)=[O:46])[CH:37]=[CH:38][C:39]=2[O:40][CH3:41])=[O:32])[C:9]1=[O:49])(=O)C.[OH-].[Na+].C(O)C. Product: [Cl:19][C:17]1[CH:16]=[CH:15][C:14]2[N:8]([CH2:7][C:6]([CH3:50])([CH3:51])[CH2:5][OH:4])[C:9](=[O:49])[C@@H:10]([CH2:30][C:31]([NH:33][C:34]3[CH:35]=[C:36]([CH2:42][CH2:43][CH2:44][C:45]([OH:47])=[O:46])[CH:37]=[CH:38][C:39]=3[O:40][CH3:41])=[O:32])[O:11][C@H:12]([C:20]3[CH:25]=[CH:24][CH:23]=[C:22]([O:26][CH3:27])[C:21]=3[O:28][CH3:29])[C:13]=2[CH:18]=1. The catalyst class is: 6.